Dataset: Full USPTO retrosynthesis dataset with 1.9M reactions from patents (1976-2016). Task: Predict the reactants needed to synthesize the given product. (1) Given the product [Br:13][CH2:11][C:3]1[N:4]=[C:5]2[CH:10]=[CH:9][CH:8]=[CH:7][N:6]2[C:2]=1[Cl:1], predict the reactants needed to synthesize it. The reactants are: [Cl:1][C:2]1[N:6]2[CH:7]=[CH:8][CH:9]=[CH:10][C:5]2=[N:4][C:3]=1[CH2:11]O.[Br:13]P(Br)Br. (2) The reactants are: [CH3:1][C:2]1[C:3]([CH2:9][N:10]([CH2:16][C:17]2[C:22]([CH:23]([CH3:25])[CH3:24])=[CH:21][CH:20]=[CH:19][N:18]=2)[CH2:11][CH2:12][CH2:13][CH2:14][OH:15])=[N:4][CH:5]=[C:6]([CH3:8])[CH:7]=1.CCN(CC)CC.ClC(OC1C=C[C:40]([N+:43]([O-:45])=O)=CC=1)=O.[OH2:46]. Given the product [CH3:1][C:2]1[C:3]([CH2:9][N:10]([CH2:16][C:17]2[C:22]([CH:23]([CH3:25])[CH3:24])=[CH:21][CH:20]=[CH:19][N:18]=2)[CH2:11][CH2:12][CH2:13][CH2:14][O:15][C:40]([NH:43][OH:45])=[O:46])=[N:4][CH:5]=[C:6]([CH3:8])[CH:7]=1, predict the reactants needed to synthesize it. (3) Given the product [Cl:1][C:2]1[CH:7]=[CH:6][C:5]([CH:8]([CH3:13])[C:9]([OH:11])=[O:10])=[CH:4][C:3]=1[O:14][C:22]1[CH:23]=[CH:24][C:19]([S:16]([CH3:15])(=[O:18])=[O:17])=[CH:20][C:21]=1[Cl:26], predict the reactants needed to synthesize it. The reactants are: [Cl:1][C:2]1[CH:7]=[CH:6][C:5]([CH:8]([CH3:13])[C:9]([O:11]C)=[O:10])=[CH:4][C:3]=1[OH:14].[CH3:15][S:16]([C:19]1[CH:24]=[CH:23][C:22](F)=[C:21]([Cl:26])[CH:20]=1)(=[O:18])=[O:17]. (4) Given the product [C:1]1([C:7]2([C:12]([Cl:17])=[O:14])[CH2:11][CH2:10][CH2:9][CH2:8]2)[CH:6]=[CH:5][CH:4]=[CH:3][CH:2]=1, predict the reactants needed to synthesize it. The reactants are: [C:1]1([C:7]2([C:12]([OH:14])=O)[CH2:11][CH2:10][CH2:9][CH2:8]2)[CH:6]=[CH:5][CH:4]=[CH:3][CH:2]=1.S(Cl)([Cl:17])=O. (5) Given the product [C@@H:14]1([N:13]2[CH:24]=[CH:25][C:10]([NH2:9])=[N:11][C:12]2=[O:26])[O:23][C@H:20]([CH2:21][OH:22])[C@@H:18]([OH:19])[C@H:15]1[OH:16], predict the reactants needed to synthesize it. The reactants are: C([NH:9][C:10]1[CH:25]=[CH:24][N:13]([C@@H:14]2[O:23][C@H:20]([CH2:21][OH:22])[C@@H:18]([OH:19])[C@H:15]2[O:16]C)[C:12](=[O:26])[N:11]=1)(=O)C1C=CC=CC=1.COC1C=CC(C(Cl)(C2C=CC(OC)=CC=2)C2C=CC=CC=2)=CC=1.